Dataset: Catalyst prediction with 721,799 reactions and 888 catalyst types from USPTO. Task: Predict which catalyst facilitates the given reaction. (1) Reactant: [Br:1][C:2]1[CH:11]=[C:10]2[C:5]([N:6]=[CH:7][C:8]([N:12]3[CH2:17][CH2:16][NH:15][CH2:14][C:13]3=[O:18])=[N:9]2)=[CH:4][CH:3]=1.C(N(CC)CC)C.S(Cl)(Cl)(=O)=O.[CH3:31][S:32](Cl)(=[O:34])=[O:33]. Product: [Br:1][C:2]1[CH:11]=[C:10]2[C:5]([N:6]=[CH:7][C:8]([N:12]3[CH2:17][CH2:16][N:15]([S:32]([CH3:31])(=[O:34])=[O:33])[CH2:14][C:13]3=[O:18])=[N:9]2)=[CH:4][CH:3]=1. The catalyst class is: 46. (2) Reactant: [F:1][C:2]1[CH:7]=[CH:6][C:5]([C:8]2[C:42]([C:43]([O:45]C)=[O:44])=[C:11]3[CH:12]=[C:13]([C:24]4[CH:29]=[CH:28][CH:27]=[C:26]([C:30](=[O:41])[NH:31][C:32]([C:35]5[CH:40]=[CH:39][CH:38]=[CH:37][CH:36]=5)([CH3:34])[CH3:33])[CH:25]=4)[C:14]([N:16]([CH2:21][CH2:22][OH:23])[S:17]([CH3:20])(=[O:19])=[O:18])=[CH:15][N:10]3[N:9]=2)=[CH:4][CH:3]=1.C1COCC1.[OH-].[Li+].Cl. Product: [F:1][C:2]1[CH:7]=[CH:6][C:5]([C:8]2[C:42]([C:43]([OH:45])=[O:44])=[C:11]3[CH:12]=[C:13]([C:24]4[CH:29]=[CH:28][CH:27]=[C:26]([C:30](=[O:41])[NH:31][C:32]([C:35]5[CH:36]=[CH:37][CH:38]=[CH:39][CH:40]=5)([CH3:34])[CH3:33])[CH:25]=4)[C:14]([N:16]([CH2:21][CH2:22][OH:23])[S:17]([CH3:20])(=[O:18])=[O:19])=[CH:15][N:10]3[N:9]=2)=[CH:4][CH:3]=1. The catalyst class is: 5. (3) Reactant: [CH3:1][N:2]([CH3:47])[CH2:3][CH2:4][NH:5][C:6]([C@:8]12[CH2:43][CH2:42][C@@H:41]([CH:44]([CH3:46])[CH3:45])[C@@H:9]1[C@@H:10]1[C@@:23]([CH3:26])([CH2:24][CH2:25]2)[C@@:22]2([CH3:27])[C@@H:13]([C@:14]3([CH3:40])[C@@H:19]([CH2:20][CH2:21]2)[C:18]([CH3:29])([CH3:28])[C:17]([C:30]2[CH:39]=[CH:38][C:33]([C:34]([O:36]C)=[O:35])=[CH:32][CH:31]=2)=[CH:16][CH2:15]3)[CH2:12][CH2:11]1)=[O:7].ClC1C=C(C=CC=1)C(OO)=[O:53]. Product: [C:34]([C:33]1[CH:38]=[CH:39][C:30]([C:17]2[C:18]([CH3:29])([CH3:28])[C@H:19]3[C@:14]([CH3:40])([CH2:15][CH:16]=2)[C@@H:13]2[C@:22]([CH3:27])([C@@:23]4([CH3:26])[C@H:10]([CH2:11][CH2:12]2)[C@H:9]2[C@H:41]([CH:44]([CH3:46])[CH3:45])[CH2:42][CH2:43][C@:8]2([C:6]([NH:5][CH2:4][CH2:3][N+:2]([O-:53])([CH3:1])[CH3:47])=[O:7])[CH2:25][CH2:24]4)[CH2:21][CH2:20]3)=[CH:31][CH:32]=1)([OH:36])=[O:35]. The catalyst class is: 2. (4) Reactant: N#N.Cl[C:4]1[CH:5]=[C:6]([N+:11]([O-:13])=[O:12])[CH:7]=[C:8]([Cl:10])[CH:9]=1.[S:14]1[CH:18]=[CH:17][N:16]=[CH:15]1.C([O-])(=O)C.[K+]. Product: [Cl:10][C:8]1[CH:9]=[C:4]([C:18]2[S:14][CH:15]=[N:16][CH:17]=2)[CH:5]=[C:6]([N+:11]([O-:13])=[O:12])[CH:7]=1. The catalyst class is: 128. (5) Reactant: C[O:2][C:3]1[CH:4]=[C:5]2[C:10](=[CH:11][CH:12]=1)[C:9]([NH:13][C:14]1[CH:15]=[C:16]([CH:22]=[CH:23][CH:24]=1)[C:17]([O:19][CH2:20][CH3:21])=[O:18])=[CH:8][CH:7]=[CH:6]2.B(Br)(Br)Br. Product: [OH:2][C:3]1[CH:4]=[C:5]2[C:10](=[CH:11][CH:12]=1)[C:9]([NH:13][C:14]1[CH:15]=[C:16]([CH:22]=[CH:23][CH:24]=1)[C:17]([O:19][CH2:20][CH3:21])=[O:18])=[CH:8][CH:7]=[CH:6]2. The catalyst class is: 4.